From a dataset of Catalyst prediction with 721,799 reactions and 888 catalyst types from USPTO. Predict which catalyst facilitates the given reaction. (1) Reactant: [CH3:1][C:2]1[N:3]=[C:4]([NH:7][C:8]2[CH:13]=[C:12]([O:14][C:15]3[CH:16]=[C:17]([CH:21]=[CH:22][CH:23]=3)[C:18]([OH:20])=O)[CH:11]=[CH:10][N:9]=2)[S:5][CH:6]=1.C(N(CC)CC)C.C([Cl:36])(=O)OCC.[CH3:37][N:38]([CH3:42])[CH2:39][CH2:40][NH2:41]. Product: [ClH:36].[ClH:36].[CH3:37][N:38]([CH3:42])[CH2:39][CH2:40][NH:41][C:18](=[O:20])[C:17]1[CH:21]=[CH:22][CH:23]=[C:15]([O:14][C:12]2[CH:11]=[CH:10][N:9]=[C:8]([NH:7][C:4]3[S:5][CH:6]=[C:2]([CH3:1])[N:3]=3)[CH:13]=2)[CH:16]=1. The catalyst class is: 1. (2) Reactant: [Cl:1][C:2]1[CH:3]=[C:4]([CH:8]([C:12]2([OH:18])[CH2:17][CH2:16][CH2:15][CH2:14][CH2:13]2)[C:9]([OH:11])=O)[CH:5]=[CH:6][CH:7]=1.[N:19]1([C:25]([O:27][C:28]([CH3:31])([CH3:30])[CH3:29])=[O:26])[CH2:24][CH2:23][NH:22][CH2:21][CH2:20]1.C(N(CC)CC)C. Product: [Cl:1][C:2]1[CH:3]=[C:4]([CH:8]([C:12]2([OH:18])[CH2:17][CH2:16][CH2:15][CH2:14][CH2:13]2)[C:9]([N:22]2[CH2:21][CH2:20][N:19]([C:25]([O:27][C:28]([CH3:31])([CH3:30])[CH3:29])=[O:26])[CH2:24][CH2:23]2)=[O:11])[CH:5]=[CH:6][CH:7]=1. The catalyst class is: 2. (3) Reactant: CCN(CC)CC.Cl.[NH2:9][CH2:10][C:11]([C:13]1[CH:18]=[CH:17][C:16]([N+:19]([O-:21])=[O:20])=[CH:15][CH:14]=1)=[O:12].[CH2:22]([O:24][C:25](=[O:29])[C:26](Cl)=[O:27])[CH3:23]. Product: [N+:19]([C:16]1[CH:15]=[CH:14][C:13]([C:11](=[O:12])[CH2:10][NH:9][C:26](=[O:27])[C:25]([O:24][CH2:22][CH3:23])=[O:29])=[CH:18][CH:17]=1)([O-:21])=[O:20]. The catalyst class is: 25. (4) Reactant: [O-]CC.[Na+].[NH2:5][C:6]1[S:10][C:9]2[CH2:11][CH2:12][CH2:13][CH2:14][C:8]=2[C:7]=1[C:15]([C:17]1[CH:22]=[CH:21][C:20]([CH3:23])=[CH:19][CH:18]=1)=O.[C:24](OCC)(=[O:32])[CH2:25][CH2:26][C:27]([O:29][CH2:30][CH3:31])=[O:28].Cl. Product: [OH:32][C:24]1[N:5]=[C:6]2[S:10][C:9]3[CH2:11][CH2:12][CH2:13][CH2:14][C:8]=3[C:7]2=[C:15]([C:17]2[CH:22]=[CH:21][C:20]([CH3:23])=[CH:19][CH:18]=2)[C:25]=1[CH2:26][C:27]([O:29][CH2:30][CH3:31])=[O:28]. The catalyst class is: 40. (5) Reactant: [Cl:1][C:2]1[CH:3]=[N:4][C:5]2[C:10]([CH:11]=1)=[CH:9][C:8]([CH2:12][C:13]1[CH:14]=[C:15]([CH:20]=[CH:21][N:22]=1)[C:16]([O:18]C)=[O:17])=[CH:7][C:6]=2[F:23].O.[OH-].[Na+].Cl. Product: [Cl:1][C:2]1[CH:3]=[N:4][C:5]2[C:10]([CH:11]=1)=[CH:9][C:8]([CH2:12][C:13]1[CH:14]=[C:15]([CH:20]=[CH:21][N:22]=1)[C:16]([OH:18])=[O:17])=[CH:7][C:6]=2[F:23]. The catalyst class is: 1. (6) Reactant: CC(OI1(OC(C)=O)(OC(C)=O)OC(=O)C2C=CC=CC1=2)=O.[C:23]([Si:27]([CH3:39])([CH3:38])[O:28][C@H:29]1[C@H:33]2[O:34][CH2:35][C@@H:36]([OH:37])[C@H:32]2[O:31][CH2:30]1)([CH3:26])([CH3:25])[CH3:24]. Product: [Si:27]([O:28][C@H:29]1[C@H:33]2[O:34][CH2:35][C:36](=[O:37])[C@H:32]2[O:31][CH2:30]1)([C:23]([CH3:26])([CH3:24])[CH3:25])([CH3:39])[CH3:38]. The catalyst class is: 4. (7) Reactant: [CH3:1][N:2]([CH2:13][C:14]1[NH:18][C:17]2[CH:19]=[CH:20][CH:21]=[C:22]([N:23]3[CH2:28][CH2:27][N:26]([CH3:29])[CH2:25][CH2:24]3)[C:16]=2[N:15]=1)[C@H:3]1[C:12]2[N:11]=[CH:10][CH:9]=[CH:8][C:7]=2[CH2:6][CH2:5][CH2:4]1.[Cl:30]C1C(N2CCN(C)CC2)=C(N)C(N)=CC=1.F[P-](F)(F)(F)(F)F.N1(O[P+](N(C)C)(N(C)C)N(C)C)C2C=CC=CC=2N=N1.[Cl-]. Product: [Cl:30][C:21]1[CH:20]=[CH:19][C:17]2[NH:18][C:14]([CH2:13][N:2]([CH3:1])[CH:3]3[C:12]4[N:11]=[CH:10][CH:9]=[CH:8][C:7]=4[CH2:6][CH2:5][CH2:4]3)=[N:15][C:16]=2[C:22]=1[N:23]1[CH2:24][CH2:25][N:26]([CH3:29])[CH2:27][CH2:28]1. The catalyst class is: 15. (8) Reactant: [CH:1]1([CH2:4][CH:5]=O)[CH2:3][CH2:2]1.[CH3:7][C:8]1([CH3:28])[CH2:13][C:12]([CH3:15])([CH3:14])[CH2:11][CH:10]([C:16]2[CH:21]=[CH:20][CH:19]=[CH:18][C:17]=2[N:22]2[CH2:27][CH2:26][NH:25][CH2:24][CH2:23]2)[CH2:9]1.C(O[BH-](OC(=O)C)OC(=O)C)(=O)C.[Na+].C(O)(=O)C.C(=O)([O-])O.[Na+]. Product: [CH:1]1([CH2:4][CH2:5][N:25]2[CH2:26][CH2:27][N:22]([C:17]3[CH:18]=[CH:19][CH:20]=[CH:21][C:16]=3[CH:10]3[CH2:11][C:12]([CH3:15])([CH3:14])[CH2:13][C:8]([CH3:28])([CH3:7])[CH2:9]3)[CH2:23][CH2:24]2)[CH2:3][CH2:2]1. The catalyst class is: 756. (9) Reactant: [Si:1]([O:8][CH2:9][C@H:10]([NH:18][C:19](=[O:27])[C:20]1[CH:25]=[CH:24][CH:23]=[CH:22][C:21]=1I)[C:11]1[CH:16]=[CH:15][CH:14]=[CH:13][C:12]=1I)([C:4]([CH3:7])([CH3:6])[CH3:5])([CH3:3])[CH3:2].C1(C=CC(O)=CC=1)O.C([O-])([O-])=O.[Cs+].[Cs+].C1(C)C=CC=CC=1P(C1C=CC=CC=1C)C1C=CC=CC=1C. Product: [Si:1]([O:8][CH2:9][C@@H:10]1[NH:18][C:19](=[O:27])[C:20]2[CH:25]=[CH:24][CH:23]=[CH:22][C:21]=2[C:12]2[CH:13]=[CH:14][CH:15]=[CH:16][C:11]1=2)([C:4]([CH3:7])([CH3:6])[CH3:5])([CH3:3])[CH3:2]. The catalyst class is: 416. (10) Reactant: C1C2C(OC(=O)[N:16](C)[CH2:17][C:18](=[O:45])[NH:19][C:20]3[C:29]([NH2:30])=[C:28]4[C:23]([C@@H:24]([C:34]5[CH:39]=[C:38]([O:40][CH3:41])[C:37]([O:42][CH3:43])=[C:36]([Br:44])[CH:35]=5)[C:25]([C:32]#[N:33])=[C:26]([NH2:31])[O:27]4)=[CH:22][CH:21]=3)C3C(=CC=CC=3)C=2C=CC=1.C(Cl)Cl.[OH-].[Na+]. Product: [NH2:16][CH2:17][C:18]([NH:19][C:20]1[C:29]([NH2:30])=[C:28]2[C:23]([C@@H:24]([C:34]3[CH:39]=[C:38]([O:40][CH3:41])[C:37]([O:42][CH3:43])=[C:36]([Br:44])[CH:35]=3)[C:25]([C:32]#[N:33])=[C:26]([NH2:31])[O:27]2)=[CH:22][CH:21]=1)=[O:45]. The catalyst class is: 5.